From a dataset of Reaction yield outcomes from USPTO patents with 853,638 reactions. Predict the reaction yield, written as a fraction of the theoretical maximum amount of product (1.0 means a 100% yield; for example, 0.34 means a 34% yield). (1) The reactants are Cl.[NH:2]1[CH2:7][CH2:6][CH:5]([CH2:8][O:9][C:10]2[CH:15]=[CH:14][C:13]([C:16]3[CH:21]=[CH:20][C:19]([OH:22])=[CH:18][CH:17]=3)=[CH:12][CH:11]=2)[CH2:4][CH2:3]1.[F:23][C:24]([F:33])([F:32])[C:25]1([C:29](O)=[O:30])[CH2:28][CH2:27][CH2:26]1.C1CN([P+](ON2N=NC3[CH:54]=[CH:55][CH:56]=[CH:57][C:52]2=3)(N2CCCC2)N2CCCC2)CC1.F[P-](F)(F)(F)(F)F.CCN(C(C)C)C(C)C.[OH2:76]. The catalyst is CN(C=O)C. The product is [F:23][C:24]([F:33])([F:32])[C:55]1([C:54]([O:22][C:19]2[CH:18]=[CH:17][C:16]([C:13]3[CH:14]=[CH:15][C:10]([O:9][CH2:8][CH:5]4[CH2:4][CH2:3][N:2]([C:29]([C:25]5([C:24]([F:33])([F:32])[F:23])[CH2:28][CH2:27][CH2:26]5)=[O:30])[CH2:7][CH2:6]4)=[CH:11][CH:12]=3)=[CH:21][CH:20]=2)=[O:76])[CH2:56][CH2:57][CH2:52]1. The yield is 0.420. (2) No catalyst specified. The reactants are [CH2:1]([C:3]1[S:7][C:6]([NH2:8])=[N:5][C:4]=1[CH3:9])[CH3:2].[Cl:10][C:11]1[C:12]([CH3:21])=[C:13]([S:17](Cl)(=[O:19])=[O:18])[CH:14]=[CH:15][CH:16]=1. The product is [Cl:10][C:11]1[C:12]([CH3:21])=[C:13]([S:17]([NH:8][C:6]2[S:7][C:3]([CH2:1][CH3:2])=[C:4]([CH3:9])[N:5]=2)(=[O:19])=[O:18])[CH:14]=[CH:15][CH:16]=1. The yield is 0.250. (3) The product is [OH:2][C:3]1[CH:4]=[CH:5][C:6](/[CH:9]=[CH:10]/[C:11]2[CH:12]=[CH:13][CH:14]=[CH:15][CH:16]=2)=[CH:7][CH:8]=1. The reactants are C[O:2][C:3]1[CH:8]=[CH:7][C:6](/[CH:9]=[CH:10]/[C:11]2[CH:16]=[CH:15][CH:14]=[CH:13][CH:12]=2)=[CH:5][CH:4]=1.B(Br)(Br)Br. The yield is 0.430. The catalyst is C(Cl)Cl.